This data is from Forward reaction prediction with 1.9M reactions from USPTO patents (1976-2016). The task is: Predict the product of the given reaction. (1) Given the reactants Cl.[OH:2][C@H:3]1[CH2:13][N:6]2[C:7](=[O:12])[CH2:8][CH2:9][NH:10][CH2:11][C@@H:5]2[CH2:4]1.Br[C:15]1[CH:20]=[CH:19][C:18]([C:21]([F:24])([F:23])[F:22])=[CH:17][N:16]=1.C(=O)([O-])[O-].[Na+].[Na+], predict the reaction product. The product is: [OH:2][C@H:3]1[CH2:13][N:6]2[C:7](=[O:12])[CH2:8][CH2:9][N:10]([C:15]3[CH:20]=[CH:19][C:18]([C:21]([F:24])([F:23])[F:22])=[CH:17][N:16]=3)[CH2:11][C@@H:5]2[CH2:4]1. (2) Given the reactants [Cl:1][C:2]1[C:3]([C:12](Cl)=[O:13])=[N:4][C:5]2[C:10]([N:11]=1)=[CH:9][CH:8]=[CH:7][CH:6]=2.[NH2:15][C:16]1[CH:17]=[CH:18][C:19]([C:22]([O:24][CH3:25])=[O:23])=[N:20][CH:21]=1.N1C=CC=CC=1.O, predict the reaction product. The product is: [Cl:1][C:2]1[C:3]([C:12]([NH:15][C:16]2[CH:17]=[CH:18][C:19]([C:22]([O:24][CH3:25])=[O:23])=[N:20][CH:21]=2)=[O:13])=[N:4][C:5]2[C:10]([N:11]=1)=[CH:9][CH:8]=[CH:7][CH:6]=2.